The task is: Predict which catalyst facilitates the given reaction.. This data is from Catalyst prediction with 721,799 reactions and 888 catalyst types from USPTO. (1) Reactant: [CH2:1]([N:3]1[CH:7]=[C:6]([C:8]2[CH:9]=[C:10]([CH:12]=[CH:13][CH:14]=2)[NH2:11])[C:5]([C:15]2[CH:20]=[CH:19][N:18]=[CH:17][CH:16]=2)=[N:4]1)[CH3:2].[N:21]([C:24]1[CH:29]=[CH:28][CH:27]=[C:26]([CH3:30])[CH:25]=1)=[C:22]=[O:23]. Product: [CH2:1]([N:3]1[CH:7]=[C:6]([C:8]2[CH:9]=[C:10]([NH:11][C:22]([NH:21][C:24]3[CH:25]=[C:26]([CH3:30])[CH:27]=[CH:28][CH:29]=3)=[O:23])[CH:12]=[CH:13][CH:14]=2)[C:5]([C:15]2[CH:16]=[CH:17][N:18]=[CH:19][CH:20]=2)=[N:4]1)[CH3:2]. The catalyst class is: 2. (2) Reactant: [CH2:1]([O:3][C:4](=[O:8])[C:5](Cl)=[O:6])[CH3:2].N1C=CC=CC=1.[CH:15]([Si:18]([CH:27]([CH3:29])[CH3:28])([CH:24]([CH3:26])[CH3:25])[N:19]1[CH:23]=[CH:22][CH:21]=[CH:20]1)([CH3:17])[CH3:16].C([O-])(O)=O.[Na+]. Product: [CH2:1]([O:3][C:4](=[O:8])[C:5](=[O:6])[C:21]1[CH:22]=[CH:23][N:19]([Si:18]([CH:24]([CH3:26])[CH3:25])([CH:27]([CH3:29])[CH3:28])[CH:15]([CH3:16])[CH3:17])[CH:20]=1)[CH3:2]. The catalyst class is: 4.